From a dataset of Reaction yield outcomes from USPTO patents with 853,638 reactions. Predict the reaction yield, written as a fraction of the theoretical maximum amount of product (1.0 means a 100% yield; for example, 0.34 means a 34% yield). (1) The reactants are [F:1][C:2]([F:27])([F:26])[C:3]1[CH:8]=[CH:7][C:6]([N:9]2[CH2:14][CH2:13][CH:12]([O:15][C:16]3[N:17]=[CH:18][C:19]([C:22]([O:24]C)=[O:23])=[N:20][CH:21]=3)[CH2:11][CH2:10]2)=[CH:5][CH:4]=1.[OH-].[Na+].[ClH:30]. The catalyst is CC(C)=O. The product is [ClH:30].[F:27][C:2]([F:1])([F:26])[C:3]1[CH:4]=[CH:5][C:6]([N:9]2[CH2:14][CH2:13][CH:12]([O:15][C:16]3[N:17]=[CH:18][C:19]([C:22]([OH:24])=[O:23])=[N:20][CH:21]=3)[CH2:11][CH2:10]2)=[CH:7][CH:8]=1. The yield is 0.960. (2) The reactants are O[Li].O.C([C@@H]1COC(=O)N1[C:17](=[O:35])[C@@H:18]([C:28]1[CH:33]=[CH:32][C:31]([Cl:34])=[CH:30][CH:29]=1)[CH2:19][NH:20][C:21](=[O:27])[O:22][C:23]([CH3:26])([CH3:25])[CH3:24])C1C=CC=CC=1.C[O:37]C1C=C(OC)C=CC=1C=O.[O-]S([O-])=O.[Na+].[Na+]. The catalyst is C1COCC1.O. The product is [C:23]([O:22][C:21]([NH:20][CH2:19][C@H:18]([C:28]1[CH:29]=[CH:30][C:31]([Cl:34])=[CH:32][CH:33]=1)[C:17]([OH:35])=[O:37])=[O:27])([CH3:24])([CH3:25])[CH3:26]. The yield is 0.942. (3) The reactants are I[C:2]1[CH:9]=[CH:8][C:5]([CH:6]=[O:7])=[CH:4][CH:3]=1.Br[C:11]([F:18])([F:17])[C:12]([O:14][CH2:15][CH3:16])=[O:13].[Cl-].[NH4+]. The catalyst is CS(C)=O.[Cu]. The product is [F:17][C:11]([F:18])([C:9]1[CH:2]=[CH:3][CH:4]=[C:5]([CH:6]=[O:7])[CH:8]=1)[C:12]([O:14][CH2:15][CH3:16])=[O:13]. The yield is 0.710. (4) The reactants are Br[C:2]1[CH:3]=[C:4]([CH:7]=[CH:8][C:9]=1[CH3:10])[C:5]#[N:6].[Li]CCCC.[B:16](OC(C)C)([O:21]C(C)C)[O:17]C(C)C. The catalyst is C1COCC1. The product is [C:5]([C:4]1[CH:7]=[CH:8][C:9]([CH3:10])=[C:2]([B:16]([OH:21])[OH:17])[CH:3]=1)#[N:6]. The yield is 0.200. (5) The reactants are [Br:1][C:2]1[C:15]2[C:14]([C:17]3[CH:22]=[CH:21][CH:20]=[CH:19][CH:18]=3)(O)[C:13]3[C:8](=[CH:9][CH:10]=[CH:11][CH:12]=3)[C:7]([C:24]3[CH:29]=[CH:28][CH:27]=[CH:26][CH:25]=3)(O)[C:6]=2[CH:5]=[CH:4][CH:3]=1.[I-].[K+].O.[PH2](=O)[O-].[Na+].[PH2](=O)O. The catalyst is C(O)(=O)C. The product is [Br:1][C:2]1[C:15]2[C:6](=[C:7]([C:24]3[CH:29]=[CH:28][CH:27]=[CH:26][CH:25]=3)[C:8]3[C:13]([C:14]=2[C:17]2[CH:22]=[CH:21][CH:20]=[CH:19][CH:18]=2)=[CH:12][CH:11]=[CH:10][CH:9]=3)[CH:5]=[CH:4][CH:3]=1. The yield is 0.0380.